From a dataset of Peptide-MHC class I binding affinity with 185,985 pairs from IEDB/IMGT. Regression. Given a peptide amino acid sequence and an MHC pseudo amino acid sequence, predict their binding affinity value. This is MHC class I binding data. (1) The peptide sequence is YLGPQFCKS. The MHC is HLA-A68:02 with pseudo-sequence HLA-A68:02. The binding affinity (normalized) is 0.782. (2) The peptide sequence is VAGTGVQFY. The MHC is HLA-A31:01 with pseudo-sequence HLA-A31:01. The binding affinity (normalized) is 0. (3) The peptide sequence is GSEDRDLLY. The MHC is HLA-B40:01 with pseudo-sequence HLA-B40:01. The binding affinity (normalized) is 0.0847. (4) The peptide sequence is AQAVMEMTY. The MHC is HLA-B46:01 with pseudo-sequence HLA-B46:01. The binding affinity (normalized) is 0.0847. (5) The peptide sequence is SPLPSLEYGA. The MHC is HLA-B35:01 with pseudo-sequence HLA-B35:01. The binding affinity (normalized) is 0.196. (6) The peptide sequence is TSTGNYNYKY. The MHC is HLA-A23:01 with pseudo-sequence HLA-A23:01. The binding affinity (normalized) is 0. (7) The peptide sequence is RAIMATIQR. The MHC is HLA-A11:01 with pseudo-sequence HLA-A11:01. The binding affinity (normalized) is 0.583.